From a dataset of Peptide-MHC class I binding affinity with 185,985 pairs from IEDB/IMGT. Regression. Given a peptide amino acid sequence and an MHC pseudo amino acid sequence, predict their binding affinity value. This is MHC class I binding data. (1) The peptide sequence is NLDLFMSHVK. The MHC is HLA-A68:01 with pseudo-sequence HLA-A68:01. The binding affinity (normalized) is 0.376. (2) The peptide sequence is KRWGFRSGV. The MHC is HLA-B27:05 with pseudo-sequence HLA-B27:05. The binding affinity (normalized) is 0.700. (3) The peptide sequence is KQIPIWLPL. The MHC is HLA-B57:01 with pseudo-sequence HLA-B57:01. The binding affinity (normalized) is 0.0847. (4) The peptide sequence is RRVAHSSLY. The MHC is HLA-B27:05 with pseudo-sequence HLA-B27:05. The binding affinity (normalized) is 0.525. (5) The peptide sequence is TRVTAIEKY. The MHC is Mamu-B17 with pseudo-sequence Mamu-B17. The binding affinity (normalized) is 0.0698. (6) The peptide sequence is AFEKMVSLL. The MHC is HLA-A30:02 with pseudo-sequence HLA-A30:02. The binding affinity (normalized) is 0. (7) The peptide sequence is LEDRDKSKL. The MHC is HLA-B40:02 with pseudo-sequence HLA-B40:02. The binding affinity (normalized) is 0.0377.